From a dataset of Full USPTO retrosynthesis dataset with 1.9M reactions from patents (1976-2016). Predict the reactants needed to synthesize the given product. (1) Given the product [F:1][C:2]1[CH:7]=[CH:6][CH:5]=[CH:4][C:3]=1[C:8]1[N:9]=[N:10][N:11]([CH3:13])[C:12]=1[CH:22]=[O:23], predict the reactants needed to synthesize it. The reactants are: [F:1][C:2]1[CH:7]=[CH:6][CH:5]=[CH:4][C:3]=1[C:8]1[N:9]=[N:10][N:11]([CH3:13])[CH:12]=1.[Li]CCCC.CN([CH:22]=[O:23])C.[Cl-].[NH4+]. (2) Given the product [NH2:8][C:5]1[C:4]([OH:10])=[CH:3][C:2]([Br:1])=[CH:7][N:6]=1, predict the reactants needed to synthesize it. The reactants are: [Br:1][C:2]1[CH:3]=[C:4]2[O:10]C(=O)[NH:8][C:5]2=[N:6][CH:7]=1.[OH-].[Na+].Cl. (3) Given the product [OH:32][CH2:31][C:30]1[CH:29]=[CH:28][C:27]([CH2:26][N:10]([CH2:9][CH2:8][CH2:7][N:4]2[CH2:3][CH2:2][O:1][CH2:6][CH2:5]2)[C:11]([NH:13][C@H:14]([C:16]2[C:25]3[C:20](=[CH:21][CH:22]=[CH:23][CH:24]=3)[CH:19]=[CH:18][CH:17]=2)[CH3:15])=[O:12])=[CH:36][CH:35]=1, predict the reactants needed to synthesize it. The reactants are: [O:1]1[CH2:6][CH2:5][N:4]([CH2:7][CH2:8][CH2:9][N:10]([CH2:26][C:27]2[CH:36]=[CH:35][C:30]([C:31](OC)=[O:32])=[CH:29][CH:28]=2)[C:11]([NH:13][C@H:14]([C:16]2[C:25]3[C:20](=[CH:21][CH:22]=[CH:23][CH:24]=3)[CH:19]=[CH:18][CH:17]=2)[CH3:15])=[O:12])[CH2:3][CH2:2]1.[BH4-].[Li+].CO. (4) Given the product [F:4][C:3]([F:6])([F:5])[C:1]([OH:7])=[O:2].[NH:24]1[CH2:25][CH:22]([CH2:21][NH:20][C:14]2[C:15]3[N:16]([CH:17]=[N:18][N:19]=3)[C:11]3[CH:10]=[C:9]([Br:8])[CH:34]=[N:33][C:12]=3[N:13]=2)[CH2:23]1, predict the reactants needed to synthesize it. The reactants are: [C:1]([OH:7])([C:3]([F:6])([F:5])[F:4])=[O:2].[Br:8][C:9]1[CH:34]=[N:33][C:12]2[N:13]=[C:14]([NH:20][CH2:21][CH:22]3[CH2:25][N:24](C(OC(C)(C)C)=O)[CH2:23]3)[C:15]3[N:16]([CH:17]=[N:18][N:19]=3)[C:11]=2[CH:10]=1. (5) Given the product [F:24][C:25]1[CH:30]=[CH:29][C:28]([C:2]2[C:7]3[O:8][C@@H:9]([CH2:12][O:13][S:14]([C:17]4[CH:18]=[CH:19][C:20]([CH3:23])=[CH:21][CH:22]=4)(=[O:15])=[O:16])[CH2:10][O:11][C:6]=3[CH:5]=[CH:4][CH:3]=2)=[C:27]([O:34][CH3:35])[CH:26]=1, predict the reactants needed to synthesize it. The reactants are: Br[C:2]1[C:7]2[O:8][C@@H:9]([CH2:12][O:13][S:14]([C:17]3[CH:22]=[CH:21][C:20]([CH3:23])=[CH:19][CH:18]=3)(=[O:16])=[O:15])[CH2:10][O:11][C:6]=2[CH:5]=[CH:4][CH:3]=1.[F:24][C:25]1[CH:30]=[CH:29][C:28](B(O)O)=[C:27]([O:34][CH3:35])[CH:26]=1. (6) Given the product [OH:2][C:3]1[CH:8]=[CH:7][C:6]([CH2:9][CH2:10][C:11]2[CH:12]=[CH:13][C:14]3[O:18][C:17]([CH:19]([NH:21][C:22](=[O:24])[CH3:23])[CH3:20])=[CH:16][C:15]=3[CH:25]=2)=[CH:5][CH:4]=1, predict the reactants needed to synthesize it. The reactants are: C[O:2][C:3]1[CH:8]=[CH:7][C:6]([CH2:9][CH2:10][C:11]2[CH:12]=[CH:13][C:14]3[O:18][C:17]([CH:19]([NH:21][C:22](=[O:24])[CH3:23])[CH3:20])=[CH:16][C:15]=3[CH:25]=2)=[CH:5][CH:4]=1.B(Br)(Br)Br.C(Cl)Cl.CO. (7) Given the product [C:31]1([C:40]2[CH:41]=[CH:42][CH:43]=[CH:44][CH:45]=2)[CH:36]=[CH:35][C:34]([C:2]2[C:15]3[C:10](=[CH:11][CH:12]=[CH:13][CH:14]=3)[C:9]([C:16]3[CH:21]=[CH:20][C:19]([C:22]4[O:23][C:24]5[CH:30]=[CH:29][CH:28]=[CH:27][C:25]=5[N:26]=4)=[CH:18][CH:17]=3)=[C:8]3[C:3]=2[CH:4]=[CH:5][CH:6]=[CH:7]3)=[CH:33][CH:32]=1, predict the reactants needed to synthesize it. The reactants are: Br[C:2]1[C:15]2[C:10](=[CH:11][CH:12]=[CH:13][CH:14]=2)[C:9]([C:16]2[CH:21]=[CH:20][C:19]([C:22]3[O:23][C:24]4[CH:30]=[CH:29][CH:28]=[CH:27][C:25]=4[N:26]=3)=[CH:18][CH:17]=2)=[C:8]2[C:3]=1[CH:4]=[CH:5][CH:6]=[CH:7]2.[C:31]1([C:40]2[CH:45]=[CH:44][CH:43]=[CH:42][CH:41]=2)[CH:36]=[CH:35][C:34](B(O)O)=[CH:33][CH:32]=1.C(=O)([O-])[O-].[Na+].[Na+].C1(C)C=CC=CC=1. (8) Given the product [CH2:1]([O:3][C:4]([C:6]1[C:7]2[S:15][CH:14]=[C:13]([CH2:16][O:17][C:18]3[CH:23]=[CH:22][CH:21]=[C:20]([NH:24][S:41]([C:38]4[CH:39]=[CH:40][C:35]([Cl:34])=[CH:36][CH:37]=4)(=[O:43])=[O:42])[CH:19]=3)[C:8]=2[C:9]([Cl:12])=[N:10][CH:11]=1)=[O:5])[CH3:2], predict the reactants needed to synthesize it. The reactants are: [CH2:1]([O:3][C:4]([C:6]1[C:7]2[S:15][CH:14]=[C:13]([CH2:16][O:17][C:18]3[CH:23]=[CH:22][CH:21]=[C:20]([NH2:24])[CH:19]=3)[C:8]=2[C:9]([Cl:12])=[N:10][CH:11]=1)=[O:5])[CH3:2].C(N(C(C)C)CC)(C)C.[Cl:34][C:35]1[CH:40]=[CH:39][C:38]([S:41](Cl)(=[O:43])=[O:42])=[CH:37][CH:36]=1. (9) Given the product [CH3:1][C:2]1[C:7]([NH:8][C:9]([CH2:11][N:12]2[CH2:13][CH2:14][N:15]([CH2:18][CH:19]([OH:30])[CH2:20][O:21][C:22]3[CH:23]=[CH:24][CH:25]=[CH:26][C:27]=3[O:28][CH3:29])[CH2:16][CH2:17]2)=[O:10])=[C:6]([CH3:31])[CH:5]=[CH:4][CH:3]=1.[C:32]([O-:39])(=[O:38])/[CH:33]=[CH:34]/[C:35]([O-:37])=[O:36], predict the reactants needed to synthesize it. The reactants are: [CH3:1][C:2]1[C:7]([NH:8][C:9]([CH2:11][N:12]2[CH2:17][CH2:16][N:15]([CH2:18][CH:19]([OH:30])[CH2:20][O:21][C:22]3[CH:23]=[CH:24][CH:25]=[CH:26][C:27]=3[O:28][CH3:29])[CH2:14][CH2:13]2)=[O:10])=[C:6]([CH3:31])[CH:5]=[CH:4][CH:3]=1.[C:32]([OH:39])(=[O:38])/[CH:33]=[CH:34]/[C:35]([OH:37])=[O:36]. (10) Given the product [F:1][C:2]1[CH:7]=[C:6]([F:8])[CH:5]=[CH:4][C:3]=1[C:9]1[CH2:12][CH2:11][C:10]=1[N:13]([CH:14]=[O:15])[C:20](=[O:22])[CH3:21], predict the reactants needed to synthesize it. The reactants are: [F:1][C:2]1[CH:7]=[C:6]([F:8])[CH:5]=[CH:4][C:3]=1[C:9]1[CH2:12][CH2:11][C:10]=1[NH:13][CH:14]=[O:15].C(O[C:20](=[O:22])[CH3:21])(=O)C.C(N(CC)CC)C.C(=O)(O)[O-].[Na+].